From a dataset of Catalyst prediction with 721,799 reactions and 888 catalyst types from USPTO. Predict which catalyst facilitates the given reaction. Reactant: [NH2:1][C:2]1[CH:9]=[C:8](F)[C:5]([C:6]#[N:7])=[CH:4][N:3]=1.[CH3:11][O:12][CH2:13][CH2:14][NH2:15].CCN(C(C)C)C(C)C. Product: [NH2:1][C:2]1[CH:9]=[C:8]([NH:15][CH2:14][CH2:13][O:12][CH3:11])[C:5]([C:6]#[N:7])=[CH:4][N:3]=1. The catalyst class is: 44.